The task is: Regression. Given a peptide amino acid sequence and an MHC pseudo amino acid sequence, predict their binding affinity value. This is MHC class II binding data.. This data is from Peptide-MHC class II binding affinity with 134,281 pairs from IEDB. (1) The peptide sequence is DYHWLRTVRTTKESL. The MHC is DRB1_1101 with pseudo-sequence DRB1_1101. The binding affinity (normalized) is 0.579. (2) The peptide sequence is DPEDSALLEDPA. The MHC is DRB1_0101 with pseudo-sequence DRB1_0101. The binding affinity (normalized) is 0.0641. (3) The peptide sequence is IIIPDFAKSSVQMNTN. The MHC is H-2-IAb with pseudo-sequence H-2-IAb. The binding affinity (normalized) is 0.176. (4) The peptide sequence is RNEWILESDHLIAEM. The MHC is DRB1_0301 with pseudo-sequence DRB1_0301. The binding affinity (normalized) is 0.0733. (5) The peptide sequence is GELQIVDKIDAAEKI. The MHC is DRB5_0101 with pseudo-sequence DRB5_0101. The binding affinity (normalized) is 0.699. (6) The peptide sequence is QFRRVKCKYPEGTKV. The binding affinity (normalized) is 0.0638. The MHC is DRB1_1201 with pseudo-sequence DRB1_1201.